Dataset: Full USPTO retrosynthesis dataset with 1.9M reactions from patents (1976-2016). Task: Predict the reactants needed to synthesize the given product. (1) Given the product [CH2:4]([OH:24])[CH:3]=[CH:2][CH2:1][OH:20].[CH3:14][CH2:13][CH2:12][CH2:11][CH2:10][CH2:9][CH2:8][CH2:7][CH2:6][CH2:5][CH2:4][CH2:3][CH2:2][CH3:1], predict the reactants needed to synthesize it. The reactants are: [C:1]([O:20]C)(=O)[CH2:2][CH2:3][CH2:4][CH2:5][CH2:6][CH2:7][CH2:8]/[CH:9]=[CH:10]\[CH2:11][CH2:12][CH2:13][CH2:14]CCCC.C([O:24]CC)=C. (2) Given the product [OH:2][C:3]1[N:4]=[CH:5][C:6]([C:9]2[N:14]=[C:13]([C:15]([N:17]3[CH2:22][CH2:21][CH:20]([N:23]4[CH2:27][CH2:26][CH2:25][CH2:24]4)[CH2:19][CH2:18]3)=[O:16])[C:12]([CH3:28])=[CH:11][C:10]=2[C:29]2[CH:34]=[CH:33][CH:32]=[C:31]([C:35]([F:38])([F:37])[F:36])[CH:30]=2)=[CH:7][N:8]=1, predict the reactants needed to synthesize it. The reactants are: C[O:2][C:3]1[N:8]=[CH:7][C:6]([C:9]2[N:14]=[C:13]([C:15]([N:17]3[CH2:22][CH2:21][CH:20]([N:23]4[CH2:27][CH2:26][CH2:25][CH2:24]4)[CH2:19][CH2:18]3)=[O:16])[C:12]([CH3:28])=[CH:11][C:10]=2[C:29]2[CH:34]=[CH:33][CH:32]=[C:31]([C:35]([F:38])([F:37])[F:36])[CH:30]=2)=[CH:5][N:4]=1.B(Br)(Br)Br. (3) Given the product [CH3:1][O:2][CH:3]([O:25][CH3:26])[C:4]1[CH:5]=[C:6]2[C:11](=[CH:12][CH:13]=1)[N:10]=[CH:9][N:8]([C:14]1[CH:15]=[C:16]([CH:20]=[CH:21][C:22]=1[CH3:23])[C:17]([NH:44][O:43][CH3:39])=[O:18])[C:7]2=[O:24], predict the reactants needed to synthesize it. The reactants are: [CH3:1][O:2][CH:3]([O:25][CH3:26])[C:4]1[CH:5]=[C:6]2[C:11](=[CH:12][CH:13]=1)[N:10]=[CH:9][N:8]([C:14]1[CH:15]=[C:16]([CH:20]=[CH:21][C:22]=1[CH3:23])[C:17](O)=[O:18])[C:7]2=[O:24].C(N(CC)C(C)C)(C)C.CN([C:39]([O:43][N:44]1N=NC2C=CC=NC1=2)=[N+](C)C)C.F[P-](F)(F)(F)(F)F.Cl.CON. (4) Given the product [C:1]1([C@@H:7]([NH:9][C:10]2[N:15]=[C:14]([N:16]3[C:20]4[CH:21]=[CH:22][C:23]([NH:25][C:32]([C:27]5[CH:28]=[N:29][CH:30]=[CH:31][N:26]=5)=[O:33])=[CH:24][C:19]=4[N:18]=[CH:17]3)[CH:13]=[N:12][CH:11]=2)[CH3:8])[CH:6]=[CH:5][CH:4]=[CH:3][CH:2]=1, predict the reactants needed to synthesize it. The reactants are: [C:1]1([C@@H:7]([NH:9][C:10]2[N:15]=[C:14]([N:16]3[C:20]4[CH:21]=[CH:22][C:23]([NH2:25])=[CH:24][C:19]=4[N:18]=[CH:17]3)[CH:13]=[N:12][CH:11]=2)[CH3:8])[CH:6]=[CH:5][CH:4]=[CH:3][CH:2]=1.[N:26]1[CH:31]=[CH:30][N:29]=[CH:28][C:27]=1[C:32](Cl)=[O:33]. (5) Given the product [OH:13][C@H:12]([C:3]1[CH:4]=[CH:5][C:6]2[C:7](=[O:11])[O:8][CH2:9][C:10]=2[C:2]=1[CH3:1])[CH2:14][N:32]1[CH2:33][CH2:34][N:27]2[C@@H:28]([CH2:29][O:30][C@@H:25]([C:23]3[CH:22]=[CH:21][C:18]([C:19]#[N:20])=[C:17]([O:16][CH3:15])[CH:24]=3)[CH2:26]2)[CH2:31]1, predict the reactants needed to synthesize it. The reactants are: [CH3:1][C:2]1[C:10]2[CH2:9][O:8][C:7](=[O:11])[C:6]=2[CH:5]=[CH:4][C:3]=1[C@@H:12]1[CH2:14][O:13]1.[CH3:15][O:16][C:17]1[CH:24]=[C:23]([C@@H:25]2[O:30][CH2:29][C@H:28]3[CH2:31][NH:32][CH2:33][CH2:34][N:27]3[CH2:26]2)[CH:22]=[CH:21][C:18]=1[C:19]#[N:20]. (6) Given the product [C:31]([NH:32][C@H:33]1[CH2:37][CH2:36][N:35]([C:9]2[CH:8]=[CH:7][C:3]([C:4]([NH2:6])=[O:5])=[C:2]([NH:23][C:22]3[CH:21]=[CH:20][C:19]([CH:16]4[CH2:17][CH2:18][N:13]([CH3:12])[CH2:14][CH2:15]4)=[CH:25][CH:24]=3)[N:10]=2)[CH2:34]1)(=[O:38])[CH:39]=[CH2:40], predict the reactants needed to synthesize it. The reactants are: Cl[C:2]1[N:10]=[C:9](Cl)[CH:8]=[CH:7][C:3]=1[C:4]([NH2:6])=[O:5].[CH3:12][N:13]1[CH2:18][CH2:17][CH:16]([C:19]2[CH:25]=[CH:24][C:22]([NH2:23])=[CH:21][CH:20]=2)[CH2:15][CH2:14]1.C(O[C:31](=[O:38])[NH:32][C@@H:33]1[CH2:37][CH2:36][NH:35][CH2:34]1)(C)(C)C.[C:39](O)(=O)[CH:40]=C. (7) The reactants are: C([Al]([CH2:6][CH3:7])CC)C.[CH:8]1([Si](C)(OC)OC)[CH2:13][CH2:12][CH2:11][CH2:10][CH2:9]1.[CH2:20]=[CH:21]C. Given the product [CH3:20][CH2:21][CH2:9][CH2:10][CH2:11][CH2:12][CH2:13][CH2:8][CH2:6][CH3:7], predict the reactants needed to synthesize it. (8) Given the product [Cl:1][C:2]1[CH:3]=[C:4]([N+:10]([O-:12])=[O:11])[C:5]([NH2:9])=[N:6][C:7]=1[I:13], predict the reactants needed to synthesize it. The reactants are: [Cl:1][C:2]1[CH:3]=[C:4]([N+:10]([O-:12])=[O:11])[C:5]([NH2:9])=[N:6][C:7]=1Cl.[I-:13].[Na+]. (9) Given the product [CH2:1]([O:4][C:5]([N:7]1[CH2:11][C@H:10]([OH:12])[CH2:9][C@H:8]1[CH2:13][OH:14])=[O:6])[CH:2]=[CH2:3], predict the reactants needed to synthesize it. The reactants are: [CH2:1]([O:4][C:5]([N:7]1[CH2:11][C@H:10]([OH:12])[CH2:9][C@H:8]1[C:13](OC)=[O:14])=[O:6])[CH:2]=[CH2:3]. (10) Given the product [CH3:1][O:2][C:3](=[O:42])[C@@H:4]([NH:34][C:35]([O:37][C:38]([CH3:40])([CH3:39])[CH3:41])=[O:36])[CH2:5][C:6]1[CH:11]=[CH:10][C:9]([NH:12][C:13](=[O:33])[C:14]2[C:15]([Cl:32])=[CH:16][C:17]([OH:21])=[CH:18][C:19]=2[Cl:20])=[CH:8][CH:7]=1, predict the reactants needed to synthesize it. The reactants are: [CH3:1][O:2][C:3](=[O:42])[C@@H:4]([NH:34][C:35]([O:37][C:38]([CH3:41])([CH3:40])[CH3:39])=[O:36])[CH2:5][C:6]1[CH:11]=[CH:10][C:9]([NH:12][C:13](=[O:33])[C:14]2[C:19]([Cl:20])=[CH:18][C:17]([O:21][Si](C(C)C)(C(C)C)C(C)C)=[CH:16][C:15]=2[Cl:32])=[CH:8][CH:7]=1.CCCC[N+](CCCC)(CCCC)CCCC.[F-].